Dataset: Forward reaction prediction with 1.9M reactions from USPTO patents (1976-2016). Task: Predict the product of the given reaction. (1) The product is: [CH3:1][O:2][C:3]1[CH:4]=[C:5]([NH:15][C:16]2[N:20]=[C:19]3[N:21]=[C:24]([C:23]([F:35])([F:36])[F:22])[CH:25]=[C:26]([C:28]4[CH:33]=[N:32][CH:31]=[CH:30][N:29]=4)[N:18]3[N:17]=2)[CH:6]=[CH:7][C:8]=1[N:9]1[CH:13]=[C:12]([CH3:14])[N:11]=[CH:10]1. Given the reactants [CH3:1][O:2][C:3]1[CH:4]=[C:5]([NH:15][C:16]2[N:20]=[C:19]([NH2:21])[NH:18][N:17]=2)[CH:6]=[CH:7][C:8]=1[N:9]1[CH:13]=[C:12]([CH3:14])[N:11]=[CH:10]1.[F:22][C:23]([F:36])([F:35])[C:24](=O)[CH2:25][C:26]([C:28]1[CH:33]=[N:32][CH:31]=[CH:30][N:29]=1)=O, predict the reaction product. (2) Given the reactants [CH2:1]([O:3][C:4]([C:6]1[CH:7]=[N:8][C:9]2[C:14]([C:15]=1Cl)=[CH:13][CH:12]=[CH:11][C:10]=2[N+:17]([O-])=O)=[O:5])[CH3:2].[Cl:20][C:21]1[CH:28]=[CH:27][CH:26]=[CH:25][C:22]=1[CH2:23][NH2:24], predict the reaction product. The product is: [CH2:1]([O:3][C:4]([C:6]1[CH:7]=[N:8][C:9]2[C:14]([C:15]=1[NH:24][CH2:23][C:22]1[CH:25]=[CH:26][CH:27]=[CH:28][C:21]=1[Cl:20])=[CH:13][CH:12]=[CH:11][C:10]=2[NH2:17])=[O:5])[CH3:2]. (3) The product is: [Cl:22][C:23]1[CH:30]=[CH:29][CH:28]=[C:27]([F:31])[C:24]=1[CH2:25][NH:26][C:2]1[CH:7]=[CH:6][C:5]([F:8])=[CH:4][C:3]=1[S:9]([NH:18][C:17]1[CH:19]=[CH:20][CH:21]=[C:15]([S:14][CH3:13])[CH:16]=1)(=[O:11])=[O:10]. Given the reactants F[C:2]1[CH:7]=[CH:6][C:5]([F:8])=[CH:4][C:3]=1[S:9](Cl)(=[O:11])=[O:10].[CH3:13][S:14][C:15]1[CH:16]=[C:17]([CH:19]=[CH:20][CH:21]=1)[NH2:18].[Cl:22][C:23]1[CH:30]=[CH:29][CH:28]=[C:27]([F:31])[C:24]=1[CH2:25][NH2:26], predict the reaction product. (4) Given the reactants C([O:8][C:9]1[CH:37]=[CH:36][C:12]2[CH:13]=[C:14]([C:16]([C:21]3[CH:34]=[CH:33][C:24]([O:25][CH2:26][C:27](=[O:32])[C:28]([CH3:31])([CH3:30])[CH3:29])=[C:23]([CH3:35])[CH:22]=3)([CH2:19][CH3:20])[CH2:17][CH3:18])[O:15][C:11]=2[CH:10]=1)C1C=CC=CC=1, predict the reaction product. The product is: [CH2:17]([C:16]([C:21]1[CH:34]=[CH:33][C:24]([O:25][CH2:26][C:27](=[O:32])[C:28]([CH3:29])([CH3:31])[CH3:30])=[C:23]([CH3:35])[CH:22]=1)([C:14]1[O:15][C:11]2[CH:10]=[C:9]([OH:8])[CH:37]=[CH:36][C:12]=2[CH:13]=1)[CH2:19][CH3:20])[CH3:18]. (5) Given the reactants [F:1][C:2]1[CH:7]=[CH:6][CH:5]=[C:4]([C:8]2[CH:13]=[CH:12][C:11]([CH2:14][NH:15][C:16]([C@@H:18]3[CH2:20][C@H:19]3[CH2:21][OH:22])=[O:17])=[C:10]([F:23])[CH:9]=2)[C:3]=1[C:24]([O:26][CH3:27])=[O:25].[C:28]([C:30]1[CH:35]=[CH:34][C:33](O)=[CH:32][CH:31]=1)#[N:29].C1(P(C2C=CC=CC=2)C2C=CC=CC=2)C=CC=CC=1.CCOC(/N=N/C(OCC)=O)=O, predict the reaction product. The product is: [C:28]([C:30]1[CH:35]=[CH:34][C:33]([O:22][CH2:21][C@@H:19]2[CH2:20][C@H:18]2[C:16]([NH:15][CH2:14][C:11]2[CH:12]=[CH:13][C:8]([C:4]3[C:3]([C:24]([O:26][CH3:27])=[O:25])=[C:2]([F:1])[CH:7]=[CH:6][CH:5]=3)=[CH:9][C:10]=2[F:23])=[O:17])=[CH:32][CH:31]=1)#[N:29]. (6) Given the reactants [N:1]1[C:10]2[C:5](=[CH:6][CH:7]=[CH:8][CH:9]=2)[CH:4]=[CH:3][C:2]=1[N:11]1[CH2:14][CH:13]([C:15]2[C:16]([C:21]3[CH:22]=[C:23]([CH:26]=[CH:27][CH:28]=3)[C:24]#[N:25])=[N:17][CH:18]=[CH:19][N:20]=2)[CH2:12]1.[OH-].[K+].CC([OH:35])(C)C, predict the reaction product. The product is: [N:1]1[C:10]2[C:5](=[CH:6][CH:7]=[CH:8][CH:9]=2)[CH:4]=[CH:3][C:2]=1[N:11]1[CH2:14][CH:13]([C:15]2[C:16]([C:21]3[CH:22]=[C:23]([CH:26]=[CH:27][CH:28]=3)[C:24]([NH2:25])=[O:35])=[N:17][CH:18]=[CH:19][N:20]=2)[CH2:12]1. (7) Given the reactants [C:1](Cl)(=O)[C:2]([Cl:4])=[O:3].[N+:7]([C:10]1[CH:18]=[CH:17]C(C(O)=O)=[CH:12][CH:11]=1)([O-:9])=[O:8], predict the reaction product. The product is: [N+:7]([C:10]1[CH:18]=[CH:17][C:1]([C:2]([Cl:4])=[O:3])=[CH:12][CH:11]=1)([O-:9])=[O:8]. (8) Given the reactants [NH:1]1[C:9]2[C:4](=[CH:5][CH:6]=[CH:7][C:8]=2/[CH:10]=[CH:11]/[C:12]([NH:14][S:15]([C:18]2[S:19][CH:20]=[CH:21][CH:22]=2)(=[O:17])=[O:16])=[O:13])[CH:3]=[CH:2]1.S1C=CC=C1S(N)(=O)=O.Cl.CN(C)CCCN=C=NCC.N1C2C(=CC=CC=2C=CC(O)=O)C=C1.Cl, predict the reaction product. The product is: [NH:1]1[C:9]2[C:4](=[CH:5][CH:6]=[CH:7][C:8]=2[CH:10]=[CH:11][C:12]([NH:14][S:15]([C:18]2[S:19][CH:20]=[CH:21][CH:22]=2)(=[O:16])=[O:17])=[O:13])[CH:3]=[CH:2]1.